This data is from Drug-target binding data from BindingDB using Ki measurements. The task is: Regression. Given a target protein amino acid sequence and a drug SMILES string, predict the binding affinity score between them. We predict pKi (pKi = -log10(Ki in M); higher means stronger inhibition). Dataset: bindingdb_ki. (1) The drug is CC(C)[C@H]1C(=O)N[C@H](CO)Cc2c[nH]c3cccc(c23)N1C. The target protein (Q9R1K8) has sequence MGTLGKAREAPRKPCHGSRAGPKGRLEAKSTNSPLPAQPSLAQITQFRMMVSLGHLAKGASLDDLIDSCIQSFDADGNLCRSNQLLQVMLTMHRIIISSAELLQKLMNLYKDALEKNSPGICLKICYFVRYWITEFWIMFKMDASLTSTMEEFQDLVKANGEESHCHLIDTTQINSRDWSRKLTQRIKSNTSKKRKVSLLFDHLEPEELSEHLTYLEFKSFRRISFSDYQNYLVNSCVKENPTMERSIALCNGISQWVQLMVLSRPTPQLRAEVFIKFIHVAQKLHQLQNFNTLMAVIGGLCHSSISRLKETSSHVPHEINKVLGEMTELLSSCRNYDNYRRAYGECTHFKIPILGVHLKDLISLYEAMPDYLEDGKVNVQKLLALYNHINELVQLQDVAPPLDANKDLVHLLTLSLDLYYTEDEIYELSYAREPRNHRAPPLTPSKPPVVVDWASGVSPKPDPKTISKHVQRMVDSVFKNYDLDQDGYISQEEFEKIAA.... The pKi is 8.6. (2) The drug is Cc1noc(NS(=O)(=O)c2ccccc2-c2ccc(-c3ccncn3)cc2)c1C. The target protein (P24530) has sequence MQPPPSLCGRALVALVLACGLSRIWGEERGFPPDRATPLLQTAEIMTPPTKTLWPKGSNASLARSLAPAEVPKGDRTAGSPPRTISPPPCQGPIEIKETFKYINTVVSCLVFVLGIIGNSTLLRIIYKNKCMRNGPNILIASLALGDLLHIVIDIPINVYKLLAEDWPFGAEMCKLVPFIQKASVGITVLSLCALSIDRYRAVASWSRIKGIGVPKWTAVEIVLIWVVSVVLAVPEAIGFDIITMDYKGSYLRICLLHPVQKTAFMQFYKTAKDWWLFSFYFCLPLAITAFFYTLMTCEMLRKKSGMQIALNDHLKQRREVAKTVFCLVLVFALCWLPLHLSRILKLTLYNQNDPNRCELLSFLLVLDYIGINMASLNSCINPIALYLVSKRFKNCFKSCLCCWCQSFEEKQSLEEKQSCLKFKANDHGYDNFRSSNKYSSS. The pKi is 3.9. (3) The drug is CCCC[C@H](NC(=O)[C@H](Cc1ccc(OS(=O)(=O)O)cc1)NC(=O)OC(C)(C)C)C(=O)NCC(=O)N[C@@H](Cc1c[nH]c2ccccc12)C(=O)N(C)[C@@H](CCCC)C(=O)N[C@@H](CC(=O)O)C(=O)N[C@@H](Cc1ccccc1)C(N)=O. The target protein (P30553) has sequence MELLKLNRSVQGPGPGSGSSLCRPGVSLLNSSSAGNLSCDPPRIRGTGTRELEMAIRITLYAVIFLMSVGGNVLIIVVLGLSRRLRTVTNAFLLSLAVSDLLLAVACMPFTLLPNLMGTFIFGTVICKAISYLMGVSVSVSTLNLVAIALERYSAICRPLQARVWQTRSHAARVILATWLLSGLLMVPYPVYTMVQPVGPRVLQCMHRWPSARVQQTWSVLLLLLLFFIPGVVIAVAYGLISRELYLGLHFDGENDSETQSRARNQGGLPGGAAPGPVHQNGGCRPVTSVAGEDSDGCCVQLPRSRLEMTTLTTPTPGPVPGPRPNQAKLLAKKRVVRMLLVIVLLFFLCWLPVYSVNTWRAFDGPGAQRALSGAPISFIHLLSYVSACVNPLVYCFMHRRFRQACLDTCARCCPRPPRARPQPLPDEDPPTPSIASLSRLSYTTISTLGPG. The pKi is 9.4. (4) The drug is O[C@H](CN[C@H]1CC[C@@H](C(c2ccccc2)c2ccccc2)OC1)c1ccc(F)cc1. The target protein (P31652) has sequence METTPLNSQKVLSECKDREDCQENGVLQKGVPTTADRAEPSQISNGYSAVPSTSAGDEASHSIPAATTTLVAEIRQGERETWGKKMDFLLSVIGYAVDLGNIWRFPYICYQNGGGAFLLPYTIMAIFGGIPLFYMELALGQYHRNGCISIWRKICPIFKGIGYAICIIAFYIASYYNTIIAWALYYLISSLTDRLPWTSCTNSWNTGNCTNYFAQDNITWTLHSTSPAEEFYLRHVLQIHQSKGLQDLGTISWQLTLCIVLIFTVIYFSIWKGVKTSGKVVWVTATFPYIVLSVLLVRGATLPGAWRGVVFYLKPNWQKLLETGVWVDAAAQIFFSLGPGFGVLLAFASYNKFNNNCYQDALVTSVVNCMTSFVSGFVIFTVLGYMAEMRNEDVSEVAKDAGPSLLFITYAEAIANMPASTFFAIIFFLMLITLGLDSTFAGLEGVITAVLDEFPHIWAKRREWFVLIVVITCVLGSLLTLTSGGAYVVTLLEEYATGPA.... The pKi is 6.1. (5) The compound is COc1ccc2c(c1)CCC2NC(=O)C(=O)c1c[nH]c2ccccc12. The target protein (P23576) has sequence MRTKLSTCNVWFPLLVLLVWNPARLVLANIQEDEAKNNITIFTRILDRLLDGYDNRLRPGLGDSITEVFTNIYVTSFGPVSDTDMEYTIDVFFRQKWKDERLKFKGPMNILRLNNSMASKIWTPDTFFHNGKKSVAHNMTMPNKLLRIQDDGTLLYTMRLTVQAECPMHLEDFPMDAHSCPLKFGSYAYTTSEVTYIWTYNPSDSVQVAPDGSRLNQYDLLGQSIGKETIKSSTGEYTVMTAHFHLKRKIGYFVIQTYLPCIMTVILSQVSFWLNRESVPARTVFGVTTVLTMTTLSISARNSLPKVAYATAMDWFIAVCYAFVFSALIEFATVNYFTKRGWAWDGKSVVNDKKKEKGSVMIQNNAYAVAVANYAPNLSKDPVLSTISKSATTPEPNKKPENKPAEAKKTFNSVSKIDRMSRIVFPVLFGTFNLVYWATYLNREPVLGVSP. The pKi is 6.2. (6) The drug is CC(C)=CCC/C(C)=C/CC/C(C)=C/CSc1ncccc1C(=O)O. The target protein (Q9WVM4) has sequence ALLLLLYRPPHYQIAIRACFLGFVFGCGVLLSFSQSSWNHFGWYVCSLSLFHYSEYLVTTVNNPKSLSLDSFLLNHSLEYTVAALSSWIEFTLENIFWPELKQITWLSAAGLLMVIFGECLRKVAMFTAGSNFNHVVQSEKSDTHTLVTSGVYAWCRHPSYVGWFYWSIGTQVMLCNPICGVVYALTVWRFFRDRTEEEEISLIHFFGEEYLDYKKRVPTGLPFIKGVKVGL. The pKi is 4.8. (7) The target protein (P29276) has sequence MQLETQDALYVALELVIAALAVAGNVLVCAAVGASSALQTPTNYFLVSLATADVAVGLFAIPFAITISLGFCTDFHSCLFLACFVLVLTQSSIFSLLAVAVDRYLAIRVPLRYKGLVTGTRARGIIAVLWVLAFGIGLTPFLGWNSKDRATSNCTEPGDGITNKSCCPVKCLFENVVPMSYMVYFNFFGCVLPPLLIMMVIYIKIFMVACKQLQHMELMEHSRTTLQREIHAAKSLAMIVGIFALCWLPVHAINCITLFHPALAKDKPKWVMNVAILLSHANSVVNPIVYAYRNRDFRYSFHRIISRYVLCQTDTKGGSGQAGGQSTFSLSL. The pKi is 6.0. The drug is CCn1c(=O)c2c(nc3n2CCCN3CCc2ccc(O)cc2)n(CC)c1=O. (8) The small molecule is C[C@H](O)NC[C@H]1NC[C@H](O)[C@@H]1O. The target protein (P10482) has sequence MDMSFPKGFLWGAATASYQIEGAWNEDGKGESIWDRFTHQKRNILYGHNGDVACDHYHRFEEDVSLMKELGLKAYRFSIAWTRIFPDGFGTVNQKGLEFYDRLINKLVENGIEPVVTLYHWDLPQKLQDIGGWANPEIVNYYFDYAMLVINRYKDKVKKWITFNEPYCIAFLGYFHGIHAPGIKDFKVAMDVVHSLMLSHFKVVKAVKENNIDVEVGITLNLTPVYLQTERLGYKVSEIEREMVSLSSQLDNQLFLDPVLKGSYPQKLLDYLVQKDLLDSQKALSMQQEVKENFIFPDFLGINYYTRAVRLYDENSSWIFPIRWEHPAGEYTEMGWEVFPQGLFDLLIWIKESYPQIPIYITENGAAYNDIVTEDGKVHDSKRIEYLKQHFEAARKAIENGVDLRGYFVWSLMDNFEWAMGYTKRFGIIYVDYETQKRIKKDSFYFYQQYIKENS. The pKi is 3.8. (9) The small molecule is CC1=CC(=O)c2ccccc2C1=O. The target protein (H9TB17) has sequence MEPSTLYFYVNGRRVTEKNVDPETMLLPYLGRNLRLTGTKYGCGGGGCGACTVMVSRYDRGTGQIRHYPACACLTPLCSLHGAAVTTVEGVGSTRTRLHPVQERIAKSHGTQCGFCTPGMVMSLYALLRSHPQPSEEQLLEALAGNLCRCTGYRPILDAGKTFCKTSGCCQSKENGVCCLDQGVNGVQEAEGEQTSQELCSEEEFVPLDPTQELIFPPELMILAQKQPQKSRVFTGDRVTWISPVTLKDLLEAKAKNPRAPVVMGNTSVGPEMKFKGVFHPVIISPDGIEELSVIKQGNEGLTLGAGLSLAQVQDVLADVVQQLPEEKTQTLCALLKQLRTLAGSQIRNMASLGGHIMSRHLDSDLNPVLAAASCTLHVPSQEGDRQIPLDEHFLSRSPSADLRPQEVLLSVTIPYSRKWEFVSAFRQAQRKRSARAIVNVGMRVFFGAGDGVISELCILYGGVGPAIVCATDACRKLVGRHWTEEMLDEACRLVLGEVA.... The pKi is 5.1.